Dataset: Full USPTO retrosynthesis dataset with 1.9M reactions from patents (1976-2016). Task: Predict the reactants needed to synthesize the given product. (1) Given the product [C:1]([C:4]1[CH:5]=[CH:6][C:7]([N:10]2[CH2:15][CH2:14][NH:13][CH2:12][C:11]2=[O:26])=[CH:8][CH:9]=1)(=[O:3])[CH3:2], predict the reactants needed to synthesize it. The reactants are: [C:1]([C:4]1[CH:9]=[CH:8][C:7]([N:10]2[CH2:15][CH2:14][N:13](C(OCC3C=CC=CC=3)=O)[CH2:12][C:11]2=[O:26])=[CH:6][CH:5]=1)(=[O:3])[CH3:2]. (2) The reactants are: [CH3:1][S:2]([O:5][CH2:6][CH2:7][N:8]([CH2:29][CH2:30][O:31][S:32]([CH3:35])(=[O:34])=[O:33])[C:9]1[C:10]([S:25]([CH3:28])(=[O:27])=[O:26])=[CH:11][C:12]([N+:22]([O-:24])=[O:23])=[C:13]([CH:21]=1)[C:14]([O:16]C(C)(C)C)=[O:15])(=[O:4])=[O:3].C(O)(C(F)(F)F)=O. Given the product [CH3:35][S:32]([O:31][CH2:30][CH2:29][N:8]([CH2:7][CH2:6][O:5][S:2]([CH3:1])(=[O:4])=[O:3])[C:9]1[C:10]([S:25]([CH3:28])(=[O:26])=[O:27])=[CH:11][C:12]([N+:22]([O-:24])=[O:23])=[C:13]([CH:21]=1)[C:14]([OH:16])=[O:15])(=[O:34])=[O:33], predict the reactants needed to synthesize it. (3) Given the product [Cl:39][C:40]1[CH:41]=[C:42]([NH:54][C:2]2[N:7]=[C:6]([C:8]3[S:12][C:11]([CH2:13][S:14]([C:17]([CH3:18])([CH3:20])[CH3:19])(=[O:16])=[O:15])=[N:10][C:9]=3[C:21]3[CH:22]=[C:23]([NH:27][C:28](=[O:37])[C:29]4[C:34]([F:35])=[CH:33][CH:32]=[CH:31][C:30]=4[F:36])[CH:24]=[CH:25][CH:26]=3)[CH:5]=[CH:4][N:3]=2)[CH:43]=[CH:44][C:45]=1[O:46][CH2:47][CH2:48][N:49]1[CH2:50][CH2:51][CH2:52][CH2:53]1, predict the reactants needed to synthesize it. The reactants are: Cl[C:2]1[N:7]=[C:6]([C:8]2[S:12][C:11]([CH2:13][S:14]([C:17]([CH3:20])([CH3:19])[CH3:18])(=[O:16])=[O:15])=[N:10][C:9]=2[C:21]2[CH:22]=[C:23]([NH:27][C:28](=[O:37])[C:29]3[C:34]([F:35])=[CH:33][CH:32]=[CH:31][C:30]=3[F:36])[CH:24]=[CH:25][CH:26]=2)[CH:5]=[CH:4][N:3]=1.Cl.[Cl:39][C:40]1[CH:41]=[C:42]([NH2:54])[CH:43]=[CH:44][C:45]=1[O:46][CH2:47][CH2:48][N:49]1[CH2:53][CH2:52][CH2:51][CH2:50]1. (4) The reactants are: [C:1]1([C:7]2[O:11][N:10]=[C:9]([C@H:12]3[CH2:16][CH2:15][C@H:14]([NH:17]C(=O)OC(C)(C)C)[CH2:13]3)[N:8]=2)[CH:6]=[CH:5][CH:4]=[CH:3][CH:2]=1.FC(F)(F)C(O)=O. Given the product [C:1]1([C:7]2[O:11][N:10]=[C:9]([C@H:12]3[CH2:16][CH2:15][C@H:14]([NH2:17])[CH2:13]3)[N:8]=2)[CH:2]=[CH:3][CH:4]=[CH:5][CH:6]=1, predict the reactants needed to synthesize it. (5) Given the product [CH2:39]([O:38][C:36](=[O:37])[CH2:35][C:30]1[CH:31]=[CH:32][CH:33]=[CH:34][C:29]=1[O:28][CH2:24][C:21]1[CH:22]=[CH:23][C:18]([C:17]2[O:16][N:15]=[C:14]([CH3:26])[C:13]=2[NH:12][C:11]([O:10][C@@H:8]([C:3]2[CH:4]=[CH:5][CH:6]=[CH:7][C:2]=2[Cl:1])[CH3:9])=[O:27])=[CH:19][CH:20]=1)[CH3:40], predict the reactants needed to synthesize it. The reactants are: [Cl:1][C:2]1[CH:7]=[CH:6][CH:5]=[CH:4][C:3]=1[C@H:8]([O:10][C:11](=[O:27])[NH:12][C:13]1[C:14]([CH3:26])=[N:15][O:16][C:17]=1[C:18]1[CH:23]=[CH:22][C:21]([CH2:24]Cl)=[CH:20][CH:19]=1)[CH3:9].[OH:28][C:29]1[CH:34]=[CH:33][CH:32]=[CH:31][C:30]=1[CH2:35][C:36]([O:38][CH2:39][CH3:40])=[O:37].